Dataset: Forward reaction prediction with 1.9M reactions from USPTO patents (1976-2016). Task: Predict the product of the given reaction. Given the reactants ClCC1NC2C(F)=CC=CC=2N=1.C(OC(N(CC1C=CC=CN=1)CC1C=CC(CNC2C3N=CC=CC=3CCC2)=CC=1)=O)(C)(C)C.C(N(C(C)C)CC)(C)C.C(OC([N:63]([CH2:94][C:95]1[CH:100]=[CH:99][CH:98]=[CH:97][N:96]=1)[CH2:64][C:65]1[CH:70]=[CH:69][C:68]([CH2:71][N:72]([CH2:83][C:84]2[NH:85][C:86]3[C:92]([F:93])=[CH:91][CH:90]=[CH:89][C:87]=3[N:88]=2)[CH:73]2[C:82]3[N:81]=[CH:80][CH:79]=[CH:78][C:77]=3[CH2:76][CH2:75][CH2:74]2)=[CH:67][CH:66]=1)=O)(C)(C)C, predict the reaction product. The product is: [N:96]1[CH:97]=[CH:98][CH:99]=[CH:100][C:95]=1[CH2:94][NH:63][CH2:64][C:65]1[CH:70]=[CH:69][C:68]([CH2:71][N:72]([CH2:83][C:84]2[NH:85][C:86]3[C:92]([F:93])=[CH:91][CH:90]=[CH:89][C:87]=3[N:88]=2)[CH:73]2[C:82]3[N:81]=[CH:80][CH:79]=[CH:78][C:77]=3[CH2:76][CH2:75][CH2:74]2)=[CH:67][CH:66]=1.